This data is from Forward reaction prediction with 1.9M reactions from USPTO patents (1976-2016). The task is: Predict the product of the given reaction. (1) Given the reactants [NH2:1][C:2]1[C:3]([NH:8][C:9]2[CH:14]=[CH:13][CH:12]=[CH:11][CH:10]=2)=[N:4][CH:5]=[CH:6][CH:7]=1.O=[C:16]([C:22](OCC)=[O:23])[C:17]([O:19][CH2:20][CH3:21])=[O:18], predict the reaction product. The product is: [O:23]=[C:22]1[N:8]([C:9]2[CH:10]=[CH:11][CH:12]=[CH:13][CH:14]=2)[C:3]2[N:4]=[CH:5][CH:6]=[CH:7][C:2]=2[N:1]=[C:16]1[C:17]([O:19][CH2:20][CH3:21])=[O:18]. (2) Given the reactants [Si:1]([O:8][CH2:9][CH2:10][N:11]([CH3:44])[C:12]([C:14]1[C:19]([O:20][CH2:21][C:22]2[CH:27]=[CH:26][CH:25]=[CH:24][CH:23]=2)=[C:18]([OH:28])[N:17]=[C:16]([CH2:29][C:30]2([N:35]3[C:39]4=[N:40][CH:41]=[CH:42][CH:43]=[C:38]4[CH:37]=[CH:36]3)[CH2:34][CH2:33][CH2:32][CH2:31]2)[N:15]=1)=[O:13])([C:4]([CH3:7])([CH3:6])[CH3:5])([CH3:3])[CH3:2].[CH2:45](OC1C(C(O)=O)=NC(CC2(N3C4=NC=CC=C4C=C3)CCCC2)=NC=1O)[C:46]1C=CC=CC=1.[Si](OCCNC1CC1)(C(C)(C)C)(C)C, predict the reaction product. The product is: [Si:1]([O:8][CH2:9][CH2:10][N:11]([CH:44]1[CH2:46][CH2:45]1)[C:12]([C:14]1[C:19]([O:20][CH2:21][C:22]2[CH:27]=[CH:26][CH:25]=[CH:24][CH:23]=2)=[C:18]([OH:28])[N:17]=[C:16]([CH2:29][C:30]2([N:35]3[C:39]4=[N:40][CH:41]=[CH:42][CH:43]=[C:38]4[CH:37]=[CH:36]3)[CH2:31][CH2:32][CH2:33][CH2:34]2)[N:15]=1)=[O:13])([C:4]([CH3:5])([CH3:6])[CH3:7])([CH3:3])[CH3:2]. (3) Given the reactants [H-].[Li+].[Al+3].[H-].[H-].[H-].[Si:7]([O:14][C@H:15]1[C@H:19]2[O:20][CH2:21][CH:22]([CH2:23][C:24](OCC)=[O:25])[C@H:18]2[O:17][CH2:16]1)([C:10]([CH3:13])([CH3:12])[CH3:11])([CH3:9])[CH3:8].[OH-].[Na+].[O-]S([O-])(=O)=O.[Mg+2], predict the reaction product. The product is: [Si:7]([O:14][C@H:15]1[C@H:19]2[O:20][CH2:21][CH:22]([CH2:23][CH2:24][OH:25])[C@H:18]2[O:17][CH2:16]1)([C:10]([CH3:13])([CH3:12])[CH3:11])([CH3:9])[CH3:8]. (4) Given the reactants [CH3:1][O:2][C:3]1[CH:8]=[CH:7][C:6]([CH:9]2[CH2:11][CH:10]2[C:12]([O:14]C)=[O:13])=[CH:5][CH:4]=1.[OH-].[K+], predict the reaction product. The product is: [CH3:1][O:2][C:3]1[CH:4]=[CH:5][C:6]([CH:9]2[CH2:11][CH:10]2[C:12]([OH:14])=[O:13])=[CH:7][CH:8]=1. (5) Given the reactants Cl[C:2]1[C:3]2[C:10]([CH3:11])=[C:9]([Cl:12])[S:8][C:4]=2[N:5]=[CH:6][N:7]=1.[NH2:13][CH:14]1[CH2:19][CH2:18][N:17]([C:20]([O:22][C:23]([CH3:26])([CH3:25])[CH3:24])=[O:21])[CH2:16][CH2:15]1, predict the reaction product. The product is: [C:23]([O:22][C:20]([N:17]1[CH2:18][CH2:19][CH:14]([NH:13][C:2]2[C:3]3[C:10]([CH3:11])=[C:9]([Cl:12])[S:8][C:4]=3[N:5]=[CH:6][N:7]=2)[CH2:15][CH2:16]1)=[O:21])([CH3:26])([CH3:24])[CH3:25]. (6) Given the reactants Cl[C:2]1[N:7]=[C:6]([NH:8][C@@H:9]2[CH2:14][CH2:13][CH2:12][CH2:11][C@@H:10]2[NH:15]C(=O)[O-])[CH:5]=[N:4][C:3]=1[C:19]#[N:20].[N:21]1[CH:26]=[CH:25][CH:24]=[N:23][C:22]=1[C:27]1[CH:28]=[C:29]([NH2:33])[CH:30]=[N:31][CH:32]=1.C(=O)([O-])[O-:35].[Cs+].[Cs+].C1C=CC(P(C2C(C3C(P(C4C=CC=CC=4)C4C=CC=CC=4)=CC=C4C=3C=CC=C4)=C3C(C=CC=C3)=CC=2)C2C=CC=CC=2)=CC=1.OS(O)(=O)=O, predict the reaction product. The product is: [NH2:15][C@H:10]1[CH2:11][CH2:12][CH2:13][CH2:14][C@H:9]1[NH:8][C:6]1[N:7]=[C:2]([NH:33][C:29]2[CH:30]=[N:31][CH:32]=[C:27]([C:22]3[N:23]=[CH:24][CH:25]=[CH:26][N:21]=3)[CH:28]=2)[C:3]([C:19]([NH2:20])=[O:35])=[N:4][CH:5]=1.